This data is from CYP2D6 inhibition data for predicting drug metabolism from PubChem BioAssay. The task is: Regression/Classification. Given a drug SMILES string, predict its absorption, distribution, metabolism, or excretion properties. Task type varies by dataset: regression for continuous measurements (e.g., permeability, clearance, half-life) or binary classification for categorical outcomes (e.g., BBB penetration, CYP inhibition). Dataset: cyp2d6_veith. (1) The molecule is O=C(O)Cc1cccnc1C(=O)O. The result is 0 (non-inhibitor). (2) The drug is CCN1C(=O)[C@H]2CC[C@H]3/C(=N\OC[C@@H](O)[C@H]4O[C@H]5OC(C)(C)O[C@H]5[C@@H]4O)C[C@@H](O)[C@@H](O)[C@@H]3[C@@H]2C1=O. The result is 0 (non-inhibitor).